From a dataset of Peptide-MHC class II binding affinity with 134,281 pairs from IEDB. Regression. Given a peptide amino acid sequence and an MHC pseudo amino acid sequence, predict their binding affinity value. This is MHC class II binding data. (1) The peptide sequence is AVDGRFAVPQILGDE. The MHC is HLA-DQA10102-DQB10602 with pseudo-sequence HLA-DQA10102-DQB10602. The binding affinity (normalized) is 0.358. (2) The peptide sequence is KHIVWASRELERFAV. The MHC is HLA-DPA10301-DPB10402 with pseudo-sequence HLA-DPA10301-DPB10402. The binding affinity (normalized) is 0.444.